Task: Regression. Given two drug SMILES strings and cell line genomic features, predict the synergy score measuring deviation from expected non-interaction effect.. Dataset: NCI-60 drug combinations with 297,098 pairs across 59 cell lines (1) Drug 1: CCC1(CC2CC(C3=C(CCN(C2)C1)C4=CC=CC=C4N3)(C5=C(C=C6C(=C5)C78CCN9C7C(C=CC9)(C(C(C8N6C=O)(C(=O)OC)O)OC(=O)C)CC)OC)C(=O)OC)O.OS(=O)(=O)O. Drug 2: CCN(CC)CCCC(C)NC1=C2C=C(C=CC2=NC3=C1C=CC(=C3)Cl)OC. Cell line: MOLT-4. Synergy scores: CSS=20.1, Synergy_ZIP=-0.160, Synergy_Bliss=-2.62, Synergy_Loewe=-4.41, Synergy_HSA=-3.81. (2) Drug 1: C1=CC(=CC=C1CCC2=CNC3=C2C(=O)NC(=N3)N)C(=O)NC(CCC(=O)O)C(=O)O. Drug 2: CC1C(C(CC(O1)OC2CC(CC3=C2C(=C4C(=C3O)C(=O)C5=C(C4=O)C(=CC=C5)OC)O)(C(=O)CO)O)N)O.Cl. Cell line: SF-295. Synergy scores: CSS=49.4, Synergy_ZIP=-3.34, Synergy_Bliss=-10.7, Synergy_Loewe=13.1, Synergy_HSA=-2.47. (3) Drug 1: CS(=O)(=O)C1=CC(=C(C=C1)C(=O)NC2=CC(=C(C=C2)Cl)C3=CC=CC=N3)Cl. Drug 2: CC=C1C(=O)NC(C(=O)OC2CC(=O)NC(C(=O)NC(CSSCCC=C2)C(=O)N1)C(C)C)C(C)C. Cell line: MOLT-4. Synergy scores: CSS=66.1, Synergy_ZIP=-2.56, Synergy_Bliss=-5.47, Synergy_Loewe=-16.2, Synergy_HSA=-5.83. (4) Drug 1: CC1=C2C(C(=O)C3(C(CC4C(C3C(C(C2(C)C)(CC1OC(=O)C(C(C5=CC=CC=C5)NC(=O)OC(C)(C)C)O)O)OC(=O)C6=CC=CC=C6)(CO4)OC(=O)C)OC)C)OC. Drug 2: C1C(C(OC1N2C=NC(=NC2=O)N)CO)O. Cell line: SNB-19. Synergy scores: CSS=48.0, Synergy_ZIP=-4.26, Synergy_Bliss=-1.73, Synergy_Loewe=2.22, Synergy_HSA=3.75. (5) Drug 1: CCCCCOC(=O)NC1=NC(=O)N(C=C1F)C2C(C(C(O2)C)O)O. Drug 2: C1=NC2=C(N=C(N=C2N1C3C(C(C(O3)CO)O)F)Cl)N. Cell line: HCT-15. Synergy scores: CSS=-0.944, Synergy_ZIP=0.602, Synergy_Bliss=5.19, Synergy_Loewe=-5.98, Synergy_HSA=1.20. (6) Drug 1: C1=CC(=CC=C1CCC2=CNC3=C2C(=O)NC(=N3)N)C(=O)NC(CCC(=O)O)C(=O)O. Drug 2: CC1CCC2CC(C(=CC=CC=CC(CC(C(=O)C(C(C(=CC(C(=O)CC(OC(=O)C3CCCCN3C(=O)C(=O)C1(O2)O)C(C)CC4CCC(C(C4)OC)OCCO)C)C)O)OC)C)C)C)OC. Cell line: MCF7. Synergy scores: CSS=48.5, Synergy_ZIP=-0.312, Synergy_Bliss=-0.596, Synergy_Loewe=7.18, Synergy_HSA=9.48.